This data is from Full USPTO retrosynthesis dataset with 1.9M reactions from patents (1976-2016). The task is: Predict the reactants needed to synthesize the given product. (1) The reactants are: F[C:2]1[C:3]([F:12])=[C:4]([CH:9]=[CH:10][N:11]=1)[C:5]([NH:7][CH3:8])=[O:6].[CH3:13][O:14][C:15]1[CH:22]=[CH:21][C:18]([CH2:19][NH2:20])=[CH:17][CH:16]=1.C(=O)([O-])[O-].[K+].[K+].O. Given the product [F:12][C:3]1[C:2]([NH:20][CH2:19][C:18]2[CH:21]=[CH:22][C:15]([O:14][CH3:13])=[CH:16][CH:17]=2)=[N:11][CH:10]=[CH:9][C:4]=1[C:5]([NH:7][CH3:8])=[O:6], predict the reactants needed to synthesize it. (2) The reactants are: [CH3:1][C:2]1(C)[C@]2(CS(O)(=O)=O)C(C[CH:3]1CC2)=O.[F:16][C:17]1[CH:22]=[C:21]([CH2:23][OH:24])[C:20]([OH:25])=[C:19]([CH2:26][OH:27])[CH:18]=1.COC(OC)(C)C.C([O-])(O)=O.[Na+]. Given the product [F:16][C:17]1[CH:18]=[C:19]([CH2:26][OH:27])[C:20]2[O:25][C:2]([CH3:3])([CH3:1])[O:24][CH2:23][C:21]=2[CH:22]=1, predict the reactants needed to synthesize it. (3) Given the product [CH3:9][O:10][C:11](=[O:42])/[C:12](/[NH:13][C:14](=[O:35])[C:15]1[CH:20]=[CH:19][C:18]([C:21]([NH:23][CH2:24][C:25]2[CH:33]=[C:32]3[C:28]([CH:29]=[CH:30][NH:31]3)=[CH:27][CH:26]=2)=[O:22])=[CH:17][C:16]=1[Cl:34])=[CH:53]/[C:45]1[CH:44]=[N:43][C:52]2[C:47]([CH:46]=1)=[CH:48][CH:49]=[CH:50][CH:51]=2, predict the reactants needed to synthesize it. The reactants are: CN(C)C(N(C)C)=N.[CH3:9][O:10][C:11](=[O:42])[CH:12](P(OC)(OC)=O)[NH:13][C:14](=[O:35])[C:15]1[CH:20]=[CH:19][C:18]([C:21]([NH:23][CH2:24][C:25]2[CH:33]=[C:32]3[C:28]([CH:29]=[CH:30][NH:31]3)=[CH:27][CH:26]=2)=[O:22])=[CH:17][C:16]=1[Cl:34].[N:43]1[C:52]2[C:47](=[CH:48][CH:49]=[CH:50][CH:51]=2)[CH:46]=[C:45]([CH:53]=O)[CH:44]=1. (4) The reactants are: [CH3:1][S:2][C:3]1[CH:8]=[CH:7][C:6]([N:9]2[C:13]([C:14]3[CH:26]=[CH:25][C:17]([O:18][CH2:19][CH2:20][NH:21][C:22]([NH2:24])=[O:23])=[CH:16][CH:15]=3)=[CH:12][C:11]([C:27]([F:30])([F:29])[F:28])=[N:10]2)=[CH:5][CH:4]=1.C1C=C(Cl)C=C(C(OO)=[O:39])C=1.C([O-])(O)=O.[Na+]. Given the product [CH3:1][S:2]([C:3]1[CH:8]=[CH:7][C:6]([N:9]2[C:13]([C:14]3[CH:26]=[CH:25][C:17]([O:18][CH2:19][CH2:20][NH:21][C:22]([NH2:24])=[O:23])=[CH:16][CH:15]=3)=[CH:12][C:11]([C:27]([F:30])([F:28])[F:29])=[N:10]2)=[CH:5][CH:4]=1)=[O:39], predict the reactants needed to synthesize it.